The task is: Predict the reactants needed to synthesize the given product.. This data is from Full USPTO retrosynthesis dataset with 1.9M reactions from patents (1976-2016). (1) Given the product [C:38]([OH:45])(=[O:44])/[CH:39]=[CH:40]\[C:41]([OH:43])=[O:42].[NH2:1][C:2]1[N:7]=[CH:6][N:5]=[C:4]2[N:8]([CH2:32][CH2:33][NH:34][CH2:35][CH2:36][OH:37])[N:9]=[C:10]([C:11]3[CH:16]=[CH:15][C:14]([NH:17][C:18]([C:20]4[N:21]([CH3:29])[C:22]5[C:27]([CH:28]=4)=[CH:26][CH:25]=[CH:24][CH:23]=5)=[O:19])=[C:13]([O:30][CH3:31])[CH:12]=3)[C:3]=12, predict the reactants needed to synthesize it. The reactants are: [NH2:1][C:2]1[N:7]=[CH:6][N:5]=[C:4]2[N:8]([CH2:32][CH2:33][NH:34][CH2:35][CH2:36][OH:37])[N:9]=[C:10]([C:11]3[CH:16]=[CH:15][C:14]([NH:17][C:18]([C:20]4[N:21]([CH3:29])[C:22]5[C:27]([CH:28]=4)=[CH:26][CH:25]=[CH:24][CH:23]=5)=[O:19])=[C:13]([O:30][CH3:31])[CH:12]=3)[C:3]=12.[C:38]([OH:45])(=[O:44])/[CH:39]=[CH:40]\[C:41]([OH:43])=[O:42]. (2) Given the product [CH3:29][C:30]1([CH3:42])[O:34][C@H:33]([CH2:35][N:36]2[CH:40]=[CH:39][C:38]([NH:41][C:11](=[O:12])[CH:10]([N:8]3[CH2:9][C:5]([O:4][C:3]4[CH:25]=[CH:26][CH:27]=[CH:28][C:2]=4[Cl:1])=[CH:6][C:7]3=[O:24])[CH2:14][CH:15]([C:20]([F:22])([F:23])[F:21])[C:16]([F:19])([F:17])[F:18])=[N:37]2)[CH2:32][O:31]1, predict the reactants needed to synthesize it. The reactants are: [Cl:1][C:2]1[CH:28]=[CH:27][CH:26]=[CH:25][C:3]=1[O:4][C:5]1[CH2:9][N:8]([CH:10]([CH2:14][CH:15]([C:20]([F:23])([F:22])[F:21])[C:16]([F:19])([F:18])[F:17])[C:11](O)=[O:12])[C:7](=[O:24])[CH:6]=1.[CH3:29][C:30]1([CH3:42])[O:34][C@H:33]([CH2:35][N:36]2[CH:40]=[CH:39][C:38]([NH2:41])=[N:37]2)[CH2:32][O:31]1.C(N(CC)C(C)C)(C)C.F[P-](F)(F)(F)(F)F.N1(O[P+](N(C)C)(N(C)C)N(C)C)C2C=CC=CC=2N=N1. (3) Given the product [O:23]1[C:19]2[CH:18]=[C:17]([C:14]3([C:12]([NH:11][C:9]4[S:10][C:6]([CH:4]([C:3]5[CH:26]=[CH:27][CH:28]=[CH:29][C:2]=5[Cl:1])[OH:5])=[CH:7][N:8]=4)=[O:13])[CH2:16][CH2:15]3)[CH:25]=[CH:24][C:20]=2[O:21][CH2:22]1, predict the reactants needed to synthesize it. The reactants are: [Cl:1][C:2]1[CH:29]=[CH:28][CH:27]=[CH:26][C:3]=1[C:4]([C:6]1[S:10][C:9]([NH:11][C:12]([C:14]2([C:17]3[CH:25]=[CH:24][C:20]4[O:21][CH2:22][O:23][C:19]=4[CH:18]=3)[CH2:16][CH2:15]2)=[O:13])=[N:8][CH:7]=1)=[O:5].[BH4-].[Na+]. (4) Given the product [C:24]([O:28][C:29]([N:15]1[C:16]2[C:12](=[CH:11][C:10]([O:18][CH3:19])=[C:9]([O:8][CH2:1][C:2]3[CH:3]=[CH:4][CH:5]=[CH:6][CH:7]=3)[CH:17]=2)[C:13]([I:22])=[CH:14]1)=[O:31])([CH3:27])([CH3:26])[CH3:25], predict the reactants needed to synthesize it. The reactants are: [CH2:1]([O:8][C:9]1[CH:17]=[C:16]2[C:12]([CH:13]=[CH:14][NH:15]2)=[CH:11][C:10]=1[O:18][CH3:19])[C:2]1[CH:7]=[CH:6][CH:5]=[CH:4][CH:3]=1.[OH-].[K+].[I:22]I.[C:24]([O:28][C:29]([O:31]C(OC(C)(C)C)=O)=O)([CH3:27])([CH3:26])[CH3:25].S([O-])([O-])=O.[Na+].[Na+]. (5) Given the product [C:10]1([C:5]2[CH:6]=[CH:7][C:2]([F:1])=[CH:3][CH:4]=2)[CH2:14][CH2:13][CH2:12][CH:11]=1, predict the reactants needed to synthesize it. The reactants are: [F:1][C:2]1[CH:7]=[CH:6][C:5]([Mg]Br)=[CH:4][CH:3]=1.[C:10]1(=O)[CH2:14][CH2:13][CH2:12][CH2:11]1.Cl. (6) Given the product [CH:1]1([CH:7]([C:9]2[CH:10]=[N:11][C:12]([C:15]3[CH:20]=[CH:19][C:18]([C:21]([F:24])([F:23])[F:22])=[CH:17][CH:16]=3)=[N:13][CH:14]=2)[NH2:31])[CH2:6][CH2:5][CH2:4][CH2:3][CH2:2]1, predict the reactants needed to synthesize it. The reactants are: [CH:1]1([C:7]([C:9]2[CH:10]=[N:11][C:12]([C:15]3[CH:20]=[CH:19][C:18]([C:21]([F:24])([F:23])[F:22])=[CH:17][CH:16]=3)=[N:13][CH:14]=2)=O)[CH2:6][CH2:5][CH2:4][CH2:3][CH2:2]1.C([O-])(=O)C.[NH4+].C([BH3-])#[N:31].[Na+]. (7) Given the product [Br:1][C:2]1[CH:7]=[CH:6][C:5]([NH:8][C:13](=[O:15])[CH3:14])=[CH:4][C:3]=1[C:9]([F:10])([F:11])[F:12], predict the reactants needed to synthesize it. The reactants are: [Br:1][C:2]1[CH:7]=[CH:6][C:5]([NH2:8])=[CH:4][C:3]=1[C:9]([F:12])([F:11])[F:10].[C:13](OC(=O)C)(=[O:15])[CH3:14].